From a dataset of Full USPTO retrosynthesis dataset with 1.9M reactions from patents (1976-2016). Predict the reactants needed to synthesize the given product. (1) Given the product [F:19][C:18]([F:21])([F:20])[O:17][C:12]1[CH:13]=[CH:14][CH:15]=[CH:16][C:11]=1[C:7]1[CH:8]=[CH:9][CH:10]=[C:5]([C:3]2[N:29]=[C:27]([C:25]([O:24][CH2:23][CH3:22])=[O:26])[S:28][CH:2]=2)[CH:6]=1, predict the reactants needed to synthesize it. The reactants are: Br[CH2:2][C:3]([C:5]1[CH:6]=[C:7]([C:11]2[CH:16]=[CH:15][CH:14]=[CH:13][C:12]=2[O:17][C:18]([F:21])([F:20])[F:19])[CH:8]=[CH:9][CH:10]=1)=O.[CH3:22][CH2:23][O:24][C:25]([C:27]([NH2:29])=[S:28])=[O:26]. (2) Given the product [F:23][C:24]1[CH:25]=[C:26]2[C:30](=[CH:31][C:32]=1[NH:33][C:34](=[O:38])[CH2:35][O:36][CH3:37])[NH:29][C:28](=[O:39])/[C:27]/2=[CH:21]\[C:3]1[NH:4][C:5]2[CH2:11][CH2:10][CH2:9][N:8]([CH2:12][CH2:13][N:14]3[CH2:15][CH2:16][CH2:17][CH2:18][CH2:19]3)[C:7](=[O:20])[C:6]=2[C:2]=1[CH3:1], predict the reactants needed to synthesize it. The reactants are: [CH3:1][C:2]1[C:6]2[C:7](=[O:20])[N:8]([CH2:12][CH2:13][N:14]3[CH2:19][CH2:18][CH2:17][CH2:16][CH2:15]3)[CH2:9][CH2:10][CH2:11][C:5]=2[NH:4][C:3]=1[CH:21]=O.[F:23][C:24]1[CH:25]=[C:26]2[C:30](=[CH:31][C:32]=1[NH:33][C:34](=[O:38])[CH2:35][O:36][CH3:37])[NH:29][C:28](=[O:39])[CH2:27]2.